Dataset: Catalyst prediction with 721,799 reactions and 888 catalyst types from USPTO. Task: Predict which catalyst facilitates the given reaction. (1) Reactant: [Cl:1][C:2]1[C:3]([CH:22]=O)=[C:4]([CH:9]=[C:10]([CH2:13][C:14]2[CH:19]=[CH:18][C:17]([O:20][CH3:21])=[CH:16][CH:15]=2)[C:11]=1[CH3:12])[C:5](OC)=[O:6].[NH2:24][C@@H:25]1[C@@H:30]([OH:31])[CH2:29][CH2:28][O:27][CH2:26]1.S([O-])([O-])(=O)=O.[Mg+2]. Product: [Cl:1][C:2]1[C:11]([CH3:12])=[C:10]([CH2:13][C:14]2[CH:19]=[CH:18][C:17]([O:20][CH3:21])=[CH:16][CH:15]=2)[CH:9]=[C:4]2[C:3]=1[CH2:22][N:24]([C@@H:25]1[C@@H:30]([OH:31])[CH2:29][CH2:28][O:27][CH2:26]1)[C:5]2=[O:6]. The catalyst class is: 1. (2) Reactant: [CH2:1]([SH:3])[CH3:2].[H-].[Na+].[N:6]1([C:12]([N:14]2[CH2:19][CH:18]([C:20]3[CH:25]=[CH:24][C:23]([C:26]([F:29])([F:28])[F:27])=[CH:22][CH:21]=3)[CH2:17][CH:16]([CH2:30]S([O-])(=O)=O)[CH2:15]2)=[O:13])[CH2:11][CH2:10][O:9][CH2:8][CH2:7]1.O. Product: [CH2:1]([S:3][CH2:30][CH:16]1[CH2:17][CH:18]([C:20]2[CH:25]=[CH:24][C:23]([C:26]([F:29])([F:28])[F:27])=[CH:22][CH:21]=2)[CH2:19][N:14]([C:12]([N:6]2[CH2:11][CH2:10][O:9][CH2:8][CH2:7]2)=[O:13])[CH2:15]1)[CH3:2]. The catalyst class is: 3. (3) Reactant: [Si]([O:8][C@H:9]1[CH2:13][N:12]([C:14]2[CH:19]=[CH:18][N:17]3[N:20]=[CH:21][C:22]([C:23]([O:25]CC)=[O:24])=[C:16]3[N:15]=2)[C@@H:11]([C:28]2[CH:33]=[CH:32][CH:31]=[C:30]([F:34])[CH:29]=2)[CH2:10]1)(C(C)(C)C)(C)C.[Li+].[OH-]. Product: [F:34][C:30]1[CH:29]=[C:28]([C@H:11]2[CH2:10][C@@H:9]([OH:8])[CH2:13][N:12]2[C:14]2[CH:19]=[CH:18][N:17]3[N:20]=[CH:21][C:22]([C:23]([OH:25])=[O:24])=[C:16]3[N:15]=2)[CH:33]=[CH:32][CH:31]=1. The catalyst class is: 14. (4) Reactant: [CH2:1]([O:8][C:9]1[CH:14]=[CH:13][N:12]([CH2:15][C:16]([C:18]2[CH:23]=[CH:22][C:21]([CH2:24]O)=[CH:20][CH:19]=2)=[O:17])[C:11](=[O:26])[CH:10]=1)[C:2]1[CH:7]=[CH:6][CH:5]=[CH:4][CH:3]=1.P(Br)(Br)[Br:28]. Product: [CH2:1]([O:8][C:9]1[CH:14]=[CH:13][N:12]([CH2:15][C:16]([C:18]2[CH:23]=[CH:22][C:21]([CH2:24][Br:28])=[CH:20][CH:19]=2)=[O:17])[C:11](=[O:26])[CH:10]=1)[C:2]1[CH:7]=[CH:6][CH:5]=[CH:4][CH:3]=1. The catalyst class is: 168. (5) Reactant: [CH:1]1([CH2:6][C@H:7]([CH2:24][C:25](=[O:35])[NH:26][O:27]CC2C=CC=CC=2)[C:8]([N:10]2[C@H:14]([C:15]([NH:17][C:18]3[CH:23]=[CH:22][CH:21]=[CH:20][CH:19]=3)=[O:16])[CH2:13][CH:12]=[N:11]2)=[O:9])[CH2:5][CH2:4][CH2:3][CH2:2]1. Product: [CH:1]1([CH2:6][C@H:7]([CH2:24][C:25]([NH:26][OH:27])=[O:35])[C:8]([N:10]2[C@H:14]([C:15]([NH:17][C:18]3[CH:23]=[CH:22][CH:21]=[CH:20][CH:19]=3)=[O:16])[CH2:13][CH:12]=[N:11]2)=[O:9])[CH2:2][CH2:3][CH2:4][CH2:5]1. The catalyst class is: 105. (6) Reactant: Cl[C:2]1[N:7]=[C:6]([NH2:8])[C:5]([N+:9]([O-:11])=[O:10])=[CH:4][N:3]=1.Cl.[NH:13]1[CH2:18][CH2:17][CH2:16][C@@H:15]([C:19]([N:21]2[CH2:25][CH2:24][CH2:23][CH2:22]2)=[O:20])[CH2:14]1.Cl.Cl.NC1C=CC(N2CCC[C@@H](C(N3CCCC3)=O)C2)=NC=1N.C(N(CC)CC)C. Product: [NH2:8][C:6]1[C:5]([N+:9]([O-:11])=[O:10])=[CH:4][N:3]=[C:2]([N:13]2[CH2:18][CH2:17][CH2:16][C@@H:15]([C:19]([N:21]3[CH2:22][CH2:23][CH2:24][CH2:25]3)=[O:20])[CH2:14]2)[N:7]=1. The catalyst class is: 148. (7) Reactant: COC1C=C(OC)C=CC=1C[N:6]([C:33]1[CH:38]=[CH:37][N:36]=[CH:35][N:34]=1)[S:7]([C:10]1[CH:15]=[C:14]([F:16])[C:13]([O:17][C@H:18]2[CH2:23][CH2:22][C:21]([CH3:25])([CH3:24])[CH2:20][C@@H:19]2[C:26]2[N:30]([CH3:31])[N:29]=[CH:28][CH:27]=2)=[CH:12][C:11]=1[F:32])(=[O:9])=[O:8].C([SiH](CC)CC)C.FC(F)(F)C(O)=O. Product: [CH3:24][C:21]1([CH3:25])[CH2:22][CH2:23][C@H:18]([O:17][C:13]2[C:14]([F:16])=[CH:15][C:10]([S:7]([NH:6][C:33]3[CH:38]=[CH:37][N:36]=[CH:35][N:34]=3)(=[O:8])=[O:9])=[C:11]([F:32])[CH:12]=2)[C@@H:19]([C:26]2[N:30]([CH3:31])[N:29]=[CH:28][CH:27]=2)[CH2:20]1. The catalyst class is: 4. (8) Reactant: [CH3:1][C:2]1[O:6][C:5]([C:7]2[CH:12]=[CH:11][CH:10]=[CH:9][CH:8]=2)=[N:4][C:3]=1[CH2:13][O:14][C:15]1[CH:20]=[CH:19][C:18]([CH:21]=[O:22])=[CH:17][N:16]=1.CO.[BH4-].[Na+].O. Product: [CH3:1][C:2]1[O:6][C:5]([C:7]2[CH:8]=[CH:9][CH:10]=[CH:11][CH:12]=2)=[N:4][C:3]=1[CH2:13][O:14][C:15]1[CH:20]=[CH:19][C:18]([CH2:21][OH:22])=[CH:17][N:16]=1. The catalyst class is: 7. (9) Reactant: [N:1]1([C:12]([O:14][C:15]([CH3:18])([CH3:17])[CH3:16])=[O:13])[CH2:6][CH2:5][CH:4]([C:7]([O:9][CH2:10][CH3:11])=[O:8])[CH2:3][CH2:2]1.C[Si]([N-][Si](C)(C)C)(C)C.[K+].[CH3:29][O:30][CH2:31]Cl.O. Product: [CH3:29][O:30][CH2:31][C:4]1([C:7]([O:9][CH2:10][CH3:11])=[O:8])[CH2:3][CH2:2][N:1]([C:12]([O:14][C:15]([CH3:17])([CH3:16])[CH3:18])=[O:13])[CH2:6][CH2:5]1. The catalyst class is: 182. (10) Reactant: [NH2:1][NH:2][C:3]([C:5]1[CH:10]=[CH:9][CH:8]=[CH:7][N:6]=1)=[NH:4].[C:11]1([CH:21]=O)[C:20]2[C:15](=[CH:16][CH:17]=[CH:18][CH:19]=2)[CH:14]=[CH:13][CH:12]=1.S([O-])(O)=O.[Na+]. Product: [C:11]1([C:21]2[NH:1][N:2]=[C:3]([C:5]3[CH:10]=[CH:9][CH:8]=[CH:7][N:6]=3)[N:4]=2)[C:20]2[C:15](=[CH:16][CH:17]=[CH:18][CH:19]=2)[CH:14]=[CH:13][CH:12]=1. The catalyst class is: 80.